Dataset: Forward reaction prediction with 1.9M reactions from USPTO patents (1976-2016). Task: Predict the product of the given reaction. Given the reactants [Br:1][C:2]1[CH:3]=[C:4]2[C:8](=[CH:9][CH:10]=1)[NH:7][C:6]([C:11]1[C:16]([F:17])=[CH:15][CH:14]=[CH:13][C:12]=1[F:18])=[CH:5]2.[H-].[Na+].[C:21]1([S:27](Cl)(=[O:29])=[O:28])[CH:26]=[CH:25][CH:24]=[CH:23][CH:22]=1, predict the reaction product. The product is: [C:21]1([S:27]([N:7]2[C:8]3[C:4](=[CH:3][C:2]([Br:1])=[CH:10][CH:9]=3)[CH:5]=[C:6]2[C:11]2[C:12]([F:18])=[CH:13][CH:14]=[CH:15][C:16]=2[F:17])(=[O:29])=[O:28])[CH:26]=[CH:25][CH:24]=[CH:23][CH:22]=1.